From a dataset of Full USPTO retrosynthesis dataset with 1.9M reactions from patents (1976-2016). Predict the reactants needed to synthesize the given product. (1) The reactants are: [N:1]1C=[CH:5][CH:4]=[CH:3][C:2]=1[CH2:7][NH2:8].C[N:10]1C=C(CN)C=N1.[F:17][C:18]1[CH:47]=[CH:46][C:21]([CH2:22][N:23]2[C:27](=[O:28])[N:26]([C:29]3[CH:33]=[C:32]([C:34]([OH:36])=O)[N:31](CC4C=CC(OC)=CC=4)[N:30]=3)[CH:25]=[N:24]2)=[CH:20][CH:19]=1. Given the product [F:17][C:18]1[CH:19]=[CH:20][C:21]([CH2:22][N:23]2[C:27](=[O:28])[N:26]([C:29]3[CH:33]=[C:32]([C:34]([NH:8][CH2:7][C:2]4[NH:1][N:10]=[C:4]([CH3:5])[CH:3]=4)=[O:36])[NH:31][N:30]=3)[CH:25]=[N:24]2)=[CH:46][CH:47]=1, predict the reactants needed to synthesize it. (2) Given the product [O:62]=[S:9]1(=[O:8])[CH2:10][CH2:11][N:12]([CH2:15][CH2:16][NH:17][C@:18]23[CH2:53][CH2:52][C@@H:51]([NH:54][C:55]([N:57]4[CH2:58][CH2:59][CH2:60][CH2:61]4)=[O:56])[C@@H:19]2[C@@H:20]2[C@@:33]([CH3:36])([CH2:34][CH2:35]3)[C@@:32]3([CH3:37])[C@@H:23]([C@:24]4([CH3:50])[C@@H:29]([CH2:30][CH2:31]3)[C:28]([CH3:39])([CH3:38])[C:27]([C:40]3[CH:41]=[CH:42][C:43]([C:44]([OH:46])=[O:45])=[CH:48][CH:49]=3)=[CH:26][CH2:25]4)[CH2:22][CH2:21]2)[CH2:13][CH2:14]1.[C:2]([OH:3])([C:4]([F:7])([F:6])[F:5])=[O:1], predict the reactants needed to synthesize it. The reactants are: [OH:1][C:2]([C:4]([F:7])([F:6])[F:5])=[O:3].[O:8]=[S:9]1(=[O:62])[CH2:14][CH2:13][N:12]([CH2:15][CH2:16][NH:17][C@:18]23[CH2:53][CH2:52][C@@H:51]([NH:54][C:55]([N:57]4[CH2:61][CH2:60][CH2:59][CH2:58]4)=[O:56])[C@@H:19]2[C@@H:20]2[C@@:33]([CH3:36])([CH2:34][CH2:35]3)[C@@:32]3([CH3:37])[C@@H:23]([C@:24]4([CH3:50])[C@@H:29]([CH2:30][CH2:31]3)[C:28]([CH3:39])([CH3:38])[C:27]([C:40]3[CH:49]=[CH:48][C:43]([C:44]([O:46]C)=[O:45])=[CH:42][CH:41]=3)=[CH:26][CH2:25]4)[CH2:22][CH2:21]2)[CH2:11][CH2:10]1.O.[OH-].[Li+].O1CCCC1.